Dataset: Catalyst prediction with 721,799 reactions and 888 catalyst types from USPTO. Task: Predict which catalyst facilitates the given reaction. (1) Product: [CH3:6][O:7][C:8](=[O:46])[C@@H:9]([NH2:38])[CH2:10][S:11][CH2:12][C:13]1[CH:18]=[CH:17][C:16]([C:19]2[CH:20]=[CH:21][C:22]([C:25]3[C:30]4[O:31][C:32]5[CH:37]=[CH:36][CH:35]=[CH:34][C:33]=5[C:29]=4[CH:28]=[CH:27][CH:26]=3)=[CH:23][CH:24]=2)=[CH:15][CH:14]=1. Reactant: [Si](I)(C)(C)C.[CH3:6][O:7][C:8](=[O:46])[C@@H:9]([NH:38]C(OC(C)(C)C)=O)[CH2:10][S:11][CH2:12][C:13]1[CH:18]=[CH:17][C:16]([C:19]2[CH:24]=[CH:23][C:22]([C:25]3[C:30]4[O:31][C:32]5[CH:37]=[CH:36][CH:35]=[CH:34][C:33]=5[C:29]=4[CH:28]=[CH:27][CH:26]=3)=[CH:21][CH:20]=2)=[CH:15][CH:14]=1.C(=O)(O)[O-].[Na+]. The catalyst class is: 34. (2) Reactant: [Cl:1][C:2]1[N:3]=[C:4]([C:9]2[CH:10]=[N:11][CH:12]=[CH:13][CH:14]=2)[NH:5][C:6]=1[CH:7]=[O:8].C(=O)([O-])[O-].[K+].[K+].Cl[CH2:22][C:23]1[C:32]2[C:27](=[CH:28][CH:29]=[CH:30][CH:31]=2)[CH:26]=[CH:25][CH:24]=1.O. Product: [Cl:1][C:2]1[N:3]=[C:4]([C:9]2[CH:10]=[N:11][CH:12]=[CH:13][CH:14]=2)[N:5]([CH2:22][C:23]2[C:32]3[C:27](=[CH:28][CH:29]=[CH:30][CH:31]=3)[CH:26]=[CH:25][CH:24]=2)[C:6]=1[CH:7]=[O:8]. The catalyst class is: 3. (3) Reactant: [OH:1][C:2]1[CH:3]=[C:4]([CH:18]=[CH:19][CH:20]=1)[CH2:5][NH:6][S:7]([NH:10][C:11](=[O:17])[O:12][C:13]([CH3:16])([CH3:15])[CH3:14])(=[O:9])=[O:8].N1C=CC=CC=1.[F:27][C:28]1[CH:29]=[C:30](B(O)O)[CH:31]=[C:32]([F:35])[C:33]=1[F:34]. Product: [F:27][C:28]1[CH:29]=[C:30]([CH:31]=[C:32]([F:35])[C:33]=1[F:34])[O:1][C:2]1[CH:3]=[C:4]([CH:18]=[CH:19][CH:20]=1)[CH2:5][NH:6][S:7]([NH:10][C:11](=[O:17])[O:12][C:13]([CH3:16])([CH3:15])[CH3:14])(=[O:9])=[O:8]. The catalyst class is: 221. (4) Reactant: [NH2:1][C:2]1[CH:7]=[CH:6][CH:5]=[CH:4][C:3]=1[NH:8][C:9]([NH:11][C:12]1[C:16]([CH3:17])=[CH:15][S:14][C:13]=1[Cl:18])=S.C1COCC1.[OH-].[Na+].C1(S(Cl)(=O)=O)C=CC=CC=1. Product: [Cl:18][C:13]1[S:14][CH:15]=[C:16]([CH3:17])[C:12]=1[NH:11][C:9]1[NH:8][C:3]2[CH:4]=[CH:5][CH:6]=[CH:7][C:2]=2[N:1]=1. The catalyst class is: 6. (5) Reactant: [CH2:1]([O:8][C:9]1[CH:14]=[CH:13][C:12](Br)=[CH:11][C:10]=1[N:16]1[S:20](=[O:22])(=[O:21])[NH:19][C:18](=[O:23])[CH2:17]1)[C:2]1[CH:7]=[CH:6][CH:5]=[CH:4][CH:3]=1.[C:24]([O-:27])([O-])=[O:25].[Na+].[Na+].CO[CH2:32][CH2:33]OC. Product: [C:2]([O:27][C:24]([N:16]1[CH:33]=[CH:32][CH:9]=[C:10]1[C:12]1[CH:13]=[CH:14][C:9]([O:8][CH2:1][C:2]2[CH:7]=[CH:6][CH:5]=[CH:4][CH:3]=2)=[C:10]([N:16]2[CH2:17][C:18](=[O:23])[NH:19][S:20]2(=[O:22])=[O:21])[CH:11]=1)=[O:25])([CH3:7])([CH3:3])[CH3:1]. The catalyst class is: 73. (6) Reactant: [CH2:1]([O:8][CH2:9][N:10]1[C:14]2[CH:15]=[C:16]([C:29]([O:31]CC)=[O:30])[CH:17]=[C:18]([NH:19][CH2:20][C:21]3[C:26]([CH3:27])=[CH:25][CH:24]=[CH:23][C:22]=3[CH3:28])[C:13]=2[N:12]=[C:11]1[CH3:34])[C:2]1[CH:7]=[CH:6][CH:5]=[CH:4][CH:3]=1.[OH-].[Na+].Cl. Product: [CH2:1]([O:8][CH2:9][N:10]1[C:14]2[CH:15]=[C:16]([C:29]([OH:31])=[O:30])[CH:17]=[C:18]([NH:19][CH2:20][C:21]3[C:22]([CH3:28])=[CH:23][CH:24]=[CH:25][C:26]=3[CH3:27])[C:13]=2[N:12]=[C:11]1[CH3:34])[C:2]1[CH:3]=[CH:4][CH:5]=[CH:6][CH:7]=1. The catalyst class is: 12.